Dataset: Catalyst prediction with 721,799 reactions and 888 catalyst types from USPTO. Task: Predict which catalyst facilitates the given reaction. (1) Reactant: [Cl:1][C:2]1[C:7]([C:8]2(O)[CH2:13][CH2:12][O:11][CH2:10][CH2:9]2)=[CH:6][CH:5]=[CH:4][N:3]=1.C(Cl)Cl.CCN(S(F)(F)[F:24])CC. Product: [Cl:1][C:2]1[C:7]([C:8]2([F:24])[CH2:13][CH2:12][O:11][CH2:10][CH2:9]2)=[CH:6][CH:5]=[CH:4][N:3]=1. The catalyst class is: 5. (2) Product: [F:16][C:17]1[C:22]([C:23]([F:24])([F:25])[F:26])=[CH:21][CH:20]=[CH:19][C:18]=1[C:2]1[CH:7]=[CH:6][N:5]=[C:4]([C:8]#[N:9])[CH:3]=1. The catalyst class is: 12. Reactant: Cl[C:2]1[CH:7]=[CH:6][N:5]=[C:4]([C:8]#[N:9])[CH:3]=1.C(=O)([O-])[O-].[K+].[K+].[F:16][C:17]1[C:22]([C:23]([F:26])([F:25])[F:24])=[CH:21][CH:20]=[CH:19][C:18]=1B(O)O.[Cl-].[NH4+]. (3) Reactant: Br[CH2:2][C:3]1[CH:8]=[C:7]([N+:9]([O-:11])=[O:10])[CH:6]=[C:5]([F:12])[CH:4]=1.CCN(C(C)C)C(C)C.[CH3:22][N:23]1[CH2:28][CH2:27][NH:26][CH2:25][CH2:24]1. Product: [F:12][C:5]1[CH:4]=[C:3]([CH:8]=[C:7]([N+:9]([O-:11])=[O:10])[CH:6]=1)[CH2:2][N:26]1[CH2:27][CH2:28][N:23]([CH3:22])[CH2:24][CH2:25]1. The catalyst class is: 1. (4) Reactant: [CH2:1]([O:3][C:4]([CH:6]1[CH2:9][CH:8]([CH2:10][NH2:11])[CH2:7]1)=[O:5])[CH3:2].[C:12](=O)([O-])[OH:13].[Na+].ClC(Cl)(OC(=O)OC(Cl)(Cl)Cl)Cl. Product: [CH2:1]([O:3][C:4]([C@H:6]1[CH2:7][C@H:8]([CH2:10][N:11]=[C:12]=[O:13])[CH2:9]1)=[O:5])[CH3:2]. The catalyst class is: 4. (5) Product: [N:15]1[CH:16]=[C:12]([CH2:10][NH:5][C:4]2[CH:6]=[CH:7][CH:8]=[CH:9][C:3]=2[O:2][CH3:1])[NH:13][CH:14]=1. Reactant: [CH3:1][O:2][C:3]1[CH:9]=[CH:8][CH:7]=[CH:6][C:4]=1[NH2:5].[CH:10]([C:12]1[N:13]=[CH:14][NH:15][CH:16]=1)=O.[BH4-].[Na+].O. The catalyst class is: 5. (6) Reactant: Br[C:2]1[C:3]([C:8]([C:13]2[CH:22]=[CH:21][C:20]3[C:15](=[CH:16][CH:17]=[C:18]([S:23][CH3:24])[CH:19]=3)[N:14]=2)([OH:12])[CH:9]([CH3:11])[CH3:10])=[N:4][CH:5]=[N:6][CH:7]=1. Product: [CH3:10][CH:9]([CH3:11])[C:8]([C:13]1[CH:22]=[CH:21][C:20]2[C:15](=[CH:16][CH:17]=[C:18]([S:23][CH3:24])[CH:19]=2)[N:14]=1)([C:3]1[CH:2]=[CH:7][N:6]=[CH:5][N:4]=1)[OH:12]. The catalyst class is: 50.